Dataset: Forward reaction prediction with 1.9M reactions from USPTO patents (1976-2016). Task: Predict the product of the given reaction. (1) Given the reactants Br[CH2:2][C:3]([CH3:5])=[CH2:4].C(=O)([O-])[O-].[K+].[K+].[H-].[Na+].[Br:14][C:15]1[C:20]([F:21])=[CH:19][CH:18]=[CH:17][C:16]=1[NH:22][C:23](=[O:25])[CH3:24], predict the reaction product. The product is: [Br:14][C:15]1[C:20]([F:21])=[CH:19][CH:18]=[CH:17][C:16]=1[N:22]([CH2:2][C:3]([CH3:5])=[CH2:4])[C:23](=[O:25])[CH3:24]. (2) Given the reactants [F:1][C:2]1[CH:3]=[C:4]([C:9]2[CH:14]=[CH:13][C:12]([C:15]([NH:17][C@@H:18]([C:30]([O:32]CC3C=CC=CC=3)=[O:31])[CH2:19][C:20]([O:22]CC3C=CC=CC=3)=[O:21])=[O:16])=[C:11]([NH:40][C:41]([NH:43][C:44]3[C:49]([CH3:50])=[CH:48][C:47]([CH3:51])=[CH:46][C:45]=3[CH3:52])=[O:42])[CH:10]=2)[CH:5]=[CH:6][C:7]=1[F:8].[H][H], predict the reaction product. The product is: [F:1][C:2]1[CH:3]=[C:4]([C:9]2[CH:14]=[CH:13][C:12]([C:15]([NH:17][C@@H:18]([C:30]([OH:32])=[O:31])[CH2:19][C:20]([OH:22])=[O:21])=[O:16])=[C:11]([NH:40][C:41]([NH:43][C:44]3[C:49]([CH3:50])=[CH:48][C:47]([CH3:51])=[CH:46][C:45]=3[CH3:52])=[O:42])[CH:10]=2)[CH:5]=[CH:6][C:7]=1[F:8]. (3) The product is: [C:1]([C:4]1[C:12]2[C:7](=[N:8][C:9]([C:20]#[N:19])=[CH:10][CH:11]=2)[N:6]([CH2:15][C:16]([OH:18])=[O:17])[CH:5]=1)(=[O:3])[CH3:2]. Given the reactants [C:1]([C:4]1[C:12]2[C:7](=[N:8][C:9](OC)=[CH:10][CH:11]=2)[N:6]([CH2:15][C:16]([OH:18])=[O:17])[CH:5]=1)(=[O:3])[CH3:2].[NH:19]1C2=NC(C#N)=CC=C2C=[CH:20]1, predict the reaction product. (4) Given the reactants N(C(C)C)C(C)C.[CH2:8]([Li])CCCCC.[PH:15](=[O:21])([O-])[O:16][CH:17](C)C.[O:22]=[C:23]1[CH2:27][CH2:26][CH2:25][N:24]1[C:28]([O:30][C:31]([CH3:34])([CH3:33])[CH3:32])=[O:29].C1[CH2:39][O:38]CC1, predict the reaction product. The product is: [CH3:17][O:16][P:15]([CH2:8][C:23](=[O:22])[CH2:27][CH2:26][CH2:25][NH:24][C:28](=[O:29])[O:30][C:31]([CH3:34])([CH3:33])[CH3:32])([O:38][CH3:39])=[O:21]. (5) Given the reactants [CH:1]1([C:4]2[O:5][C:6]3[C:7](=[C:9]([C:17]#[N:18])[C:10]([CH3:16])=[C:11]([CH2:14][CH3:15])[C:12]=3F)[N:8]=2)[CH2:3][CH2:2]1.C(N(CC)CC)C.[CH3:26][N:27]([CH3:33])[C@H:28]1[CH2:32][CH2:31][NH:30][CH2:29]1.C(=O)([O-])O.[Na+], predict the reaction product. The product is: [CH:1]1([C:4]2[O:5][C:6]3[C:7](=[C:9]([C:17]#[N:18])[C:10]([CH3:16])=[C:11]([CH2:14][CH3:15])[C:12]=3[N:30]3[CH2:31][CH2:32][C@H:28]([N:27]([CH3:33])[CH3:26])[CH2:29]3)[N:8]=2)[CH2:3][CH2:2]1. (6) The product is: [Cl:48][C:22]1[C:23]([CH2:28][O:29][C:30]2[C:38]3[N:37]=[C:36]([O:39][CH3:40])[N:35]([CH2:41][C:42]4[CH:47]=[CH:46][CH:45]=[CH:44][N:43]=4)[C:34]=3[CH:33]=[CH:32][CH:31]=2)=[C:24]([Cl:27])[CH:25]=[CH:26][C:21]=1[N:19]([CH3:20])[C:17](=[O:18])[CH2:16][NH:15][C:12](=[O:14])[CH2:11][N:8]1[CH2:7][CH2:6][CH:5]([C:3]([NH:2][CH3:1])=[O:4])[CH2:10][CH2:9]1. Given the reactants [CH3:1][NH:2][C:3]([CH:5]1[CH2:10][CH2:9][N:8]([CH2:11][C:12]([OH:14])=O)[CH2:7][CH2:6]1)=[O:4].[NH2:15][CH2:16][C:17]([N:19]([C:21]1[CH:26]=[CH:25][C:24]([Cl:27])=[C:23]([CH2:28][O:29][C:30]2[C:38]3[N:37]=[C:36]([O:39][CH3:40])[N:35]([CH2:41][C:42]4[CH:47]=[CH:46][CH:45]=[CH:44][N:43]=4)[C:34]=3[CH:33]=[CH:32][CH:31]=2)[C:22]=1[Cl:48])[CH3:20])=[O:18].ClC1C(COC2C3N=C(OC)N(CC4C=CC=CN=4)C=3C=CC=2)=C(Cl)C=CC=1N(C)C(=O)CNC(=O)CCC1C=CC(C(NCCOC)=O)=CC=1, predict the reaction product. (7) Given the reactants [CH3:1][C:2]1[CH:7]=[CH:6][C:5]([NH:8][C:9]([C:11]2[CH:12]=[C:13]([N:23]3[CH2:28][CH2:27][N:26](C(OC(C)(C)C)=O)[CH2:25][CH2:24]3)[CH:14]=[C:15]([S:17]([F:22])([F:21])([F:20])([F:19])[F:18])[CH:16]=2)=[O:10])=[CH:4][C:3]=1[N:36]1[C:43]2[N:39]([N:40]=[C:41]([C:44]3[CH:45]=[N:46][NH:47][CH:48]=3)[CH:42]=2)[CH:38]=[CH:37]1.FC(F)(F)C(O)=O, predict the reaction product. The product is: [CH3:1][C:2]1[CH:7]=[CH:6][C:5]([NH:8][C:9](=[O:10])[C:11]2[CH:12]=[C:13]([N:23]3[CH2:28][CH2:27][NH:26][CH2:25][CH2:24]3)[CH:14]=[C:15]([S:17]([F:20])([F:22])([F:21])([F:18])[F:19])[CH:16]=2)=[CH:4][C:3]=1[N:36]1[C:43]2[N:39]([N:40]=[C:41]([C:44]3[CH:45]=[N:46][NH:47][CH:48]=3)[CH:42]=2)[CH:38]=[CH:37]1. (8) The product is: [NH2:1][C:2]1[CH:3]=[C:4]([CH:10]=[CH:11][C:12]=1[C:13]#[N:14])[C:5]([OH:7])=[O:6]. Given the reactants [NH2:1][C:2]1[CH:3]=[C:4]([CH:10]=[CH:11][C:12]=1[C:13]#[N:14])[C:5]([O:7]CC)=[O:6].O.[OH-].[Li+], predict the reaction product. (9) Given the reactants [Br:1][C:2]1[O:3][C:4]2[CH:23]=[CH:22][CH:21]=[CH:20][C:5]=2[C:6]=1[C:7]1[CH:12]=[CH:11][C:10]([C:13]2[CH:18]=[CH:17][C:16]([OH:19])=[CH:15][CH:14]=2)=[CH:9][CH:8]=1.C[O:25][C:26](=[O:36])[CH:27]([CH2:29][C:30]1[CH:35]=[CH:34][CH:33]=[CH:32][CH:31]=1)O, predict the reaction product. The product is: [Br:1][C:2]1[O:3][C:4]2[CH:23]=[CH:22][CH:21]=[CH:20][C:5]=2[C:6]=1[C:7]1[CH:8]=[CH:9][C:10]([C:13]2[CH:18]=[CH:17][C:16]([O:19][CH:27]([CH2:29][C:30]3[CH:35]=[CH:34][CH:33]=[CH:32][CH:31]=3)[C:26]([OH:36])=[O:25])=[CH:15][CH:14]=2)=[CH:11][CH:12]=1.